Dataset: Full USPTO retrosynthesis dataset with 1.9M reactions from patents (1976-2016). Task: Predict the reactants needed to synthesize the given product. (1) Given the product [CH2:14]([O:16][C:17]1[CH:18]=[CH:19][C:20]([C:21]([CH:23]2[CH2:28][CH2:27][N:26]([CH2:29][C:30]([NH:1][CH2:2][C:3]3[NH:4][C:5](=[O:13])[C:6]4[CH2:12][O:11][CH2:10][CH2:9][C:7]=4[N:8]=3)=[O:31])[CH2:25][CH2:24]2)=[O:22])=[CH:33][CH:34]=1)[CH3:15], predict the reactants needed to synthesize it. The reactants are: [NH2:1][CH2:2][C:3]1[NH:4][C:5](=[O:13])[C:6]2[CH2:12][O:11][CH2:10][CH2:9][C:7]=2[N:8]=1.[CH2:14]([O:16][C:17]1[CH:34]=[CH:33][C:20]([C:21]([CH:23]2[CH2:28][CH2:27][N:26]([CH2:29][C:30](O)=[O:31])[CH2:25][CH2:24]2)=[O:22])=[CH:19][CH:18]=1)[CH3:15]. (2) Given the product [N:27]1([C:2]2[CH:7]=[CH:6][C:5]([N:8]3[CH2:13][CH2:12][CH:11]([CH:14]4[CH2:19][CH2:18][N:17]([C:20]([O:22][C:23]([CH3:26])([CH3:25])[CH3:24])=[O:21])[CH2:16][CH2:15]4)[CH2:10][CH2:9]3)=[CH:4][CH:3]=2)[CH:31]=[N:30][CH:29]=[N:28]1, predict the reactants needed to synthesize it. The reactants are: I[C:2]1[CH:7]=[CH:6][C:5]([N:8]2[CH2:13][CH2:12][CH:11]([CH:14]3[CH2:19][CH2:18][N:17]([C:20]([O:22][C:23]([CH3:26])([CH3:25])[CH3:24])=[O:21])[CH2:16][CH2:15]3)[CH2:10][CH2:9]2)=[CH:4][CH:3]=1.[NH:27]1[CH:31]=[N:30][CH:29]=[N:28]1.CNCCNC.[O-]P([O-])([O-])=O.[K+].[K+].[K+]. (3) Given the product [CH2:29]([O:28][C:25]1[CH:24]=[CH:23][C:22]([S:19]([CH:14]([CH:11]2[CH2:12][CH2:13][NH:8][CH2:9][CH2:10]2)[C:15]([NH:17][OH:18])=[O:16])(=[O:21])=[O:20])=[CH:27][CH:26]=1)[C:30]#[C:31][CH3:32], predict the reactants needed to synthesize it. The reactants are: C(OC([N:8]1[CH2:13][CH2:12][CH:11]([CH:14]([S:19]([C:22]2[CH:27]=[CH:26][C:25]([O:28][CH2:29][C:30]#[C:31][CH3:32])=[CH:24][CH:23]=2)(=[O:21])=[O:20])[C:15]([NH:17][OH:18])=[O:16])[CH2:10][CH2:9]1)=O)(C)(C)C.[CH2:29]([O:28][C:25]1[CH:24]=[CH:23][C:22]([S:19]([CH:14]([CH:11]2[CH2:12][CH2:13][NH:8][CH2:9][CH2:10]2)[C:15]([NH:17][OH:18])=[O:16])(=[O:20])=[O:21])=[CH:27][CH:26]=1)[C:30]#[C:31][CH3:32]. (4) Given the product [CH3:1][O:2][C:3]([C:5]1[CH:10]=[C:9]([NH2:16])[N:8]=[C:7]([Cl:15])[N:6]=1)=[O:4], predict the reactants needed to synthesize it. The reactants are: [CH3:1][O:2][C:3]([C:5]1[CH:10]=[C:9](S(C)(=O)=O)[N:8]=[C:7]([Cl:15])[N:6]=1)=[O:4].[NH3:16]. (5) Given the product [C:1]([O:5][C:6](=[O:30])[C:7]1[CH:12]=[CH:11][C:10]([C:13](=[O:28])[CH2:14][C:15]([C:20]2[CH:25]=[C:24]([Cl:26])[CH:23]=[C:22]([Cl:27])[CH:21]=2)([SH:33])[C:16]([F:17])([F:19])[F:18])=[CH:9][C:8]=1[CH3:29])([CH3:4])([CH3:3])[CH3:2], predict the reactants needed to synthesize it. The reactants are: [C:1]([O:5][C:6](=[O:30])[C:7]1[CH:12]=[CH:11][C:10]([C:13](=[O:28])/[CH:14]=[C:15](\[C:20]2[CH:25]=[C:24]([Cl:26])[CH:23]=[C:22]([Cl:27])[CH:21]=2)/[C:16]([F:19])([F:18])[F:17])=[CH:9][C:8]=1[CH3:29])([CH3:4])([CH3:3])[CH3:2].C(O)(=[S:33])C.C(N(CC)CC)C. (6) Given the product [F-:1].[CH3:24][O:23][C:20]1[CH:19]=[CH:18][C:17]([I+:16][C:13]2[CH:14]=[CH:15][C:10]([O:9][CH3:8])=[CH:11][CH:12]=2)=[CH:22][CH:21]=1, predict the reactants needed to synthesize it. The reactants are: [F:1]C(F)(F)C([O-])=O.[CH3:8][O:9][C:10]1[CH:15]=[CH:14][C:13]([I+:16][C:17]2[CH:22]=[CH:21][C:20]([O:23][CH3:24])=[CH:19][CH:18]=2)=[CH:12][CH:11]=1.CCCC[N+](CCCC)(CCCC)CCCC.[F-]. (7) Given the product [CH2:13]([C:2]1[CH:3]=[CH:4][C:5]2[S:9][C:8]([CH:10]=[O:11])=[CH:7][C:6]=2[CH:12]=1)[CH2:14][CH2:15][CH3:16], predict the reactants needed to synthesize it. The reactants are: Br[C:2]1[CH:3]=[CH:4][C:5]2[S:9][C:8]([CH:10]=[O:11])=[CH:7][C:6]=2[CH:12]=1.[CH2:13]([B-](F)(F)F)[CH2:14][CH2:15][CH3:16].[K+].